From a dataset of Forward reaction prediction with 1.9M reactions from USPTO patents (1976-2016). Predict the product of the given reaction. Given the reactants OC1CCNCC1.BrC1OC(C=O)=CC=1.[OH:16][CH:17]1[CH2:22][CH2:21][N:20]([C:23]2[O:27][C:26]([CH:28]=O)=[CH:25][CH:24]=2)[CH2:19][CH2:18]1.[CH3:30][O:31][C:32]1[CH:33]=[C:34]([CH:38]=[CH:39][C:40]=1[O:41][CH3:42])[CH2:35][C:36]#[N:37], predict the reaction product. The product is: [CH3:30][O:31][C:32]1[CH:33]=[C:34](/[C:35](=[CH:28]/[C:26]2[O:27][C:23]([N:20]3[CH2:19][CH2:18][CH:17]([OH:16])[CH2:22][CH2:21]3)=[CH:24][CH:25]=2)/[C:36]#[N:37])[CH:38]=[CH:39][C:40]=1[O:41][CH3:42].